Dataset: NCI-60 drug combinations with 297,098 pairs across 59 cell lines. Task: Regression. Given two drug SMILES strings and cell line genomic features, predict the synergy score measuring deviation from expected non-interaction effect. (1) Drug 1: CCN(CC)CCNC(=O)C1=C(NC(=C1C)C=C2C3=C(C=CC(=C3)F)NC2=O)C. Drug 2: C1C(C(OC1N2C=NC3=C2NC=NCC3O)CO)O. Cell line: CCRF-CEM. Synergy scores: CSS=12.4, Synergy_ZIP=-1.06, Synergy_Bliss=1.21, Synergy_Loewe=4.73, Synergy_HSA=1.45. (2) Drug 1: CC1=C(N=C(N=C1N)C(CC(=O)N)NCC(C(=O)N)N)C(=O)NC(C(C2=CN=CN2)OC3C(C(C(C(O3)CO)O)O)OC4C(C(C(C(O4)CO)O)OC(=O)N)O)C(=O)NC(C)C(C(C)C(=O)NC(C(C)O)C(=O)NCCC5=NC(=CS5)C6=NC(=CS6)C(=O)NCCC[S+](C)C)O. Drug 2: CC1C(C(CC(O1)OC2CC(CC3=C2C(=C4C(=C3O)C(=O)C5=C(C4=O)C(=CC=C5)OC)O)(C(=O)CO)O)N)O.Cl. Cell line: SNB-75. Synergy scores: CSS=51.9, Synergy_ZIP=-6.97, Synergy_Bliss=-5.03, Synergy_Loewe=-1.73, Synergy_HSA=0.0316.